Dataset: Catalyst prediction with 721,799 reactions and 888 catalyst types from USPTO. Task: Predict which catalyst facilitates the given reaction. (1) Reactant: [CH3:1][O:2][C:3](=[O:14])[C:4]1[CH:9]=[CH:8][C:7](F)=[C:6]([N+:11]([O-:13])=[O:12])[CH:5]=1.[Cl:15][C:16]1[S:20][C:19]([C:21]2[O:25][N:24]=[C:23]([CH2:26][NH2:27])[CH:22]=2)=[CH:18][CH:17]=1.C(N(CC)CC)C.O. Product: [CH3:1][O:2][C:3](=[O:14])[C:4]1[CH:9]=[CH:8][C:7]([NH:27][CH2:26][C:23]2[CH:22]=[C:21]([C:19]3[S:20][C:16]([Cl:15])=[CH:17][CH:18]=3)[O:25][N:24]=2)=[C:6]([N+:11]([O-:13])=[O:12])[CH:5]=1. The catalyst class is: 3. (2) Reactant: [CH3:1][O:2][C:3]1[CH:8]=[CH:7][C:6]([N:9]2[C:13]([C:14]3[CH:15]=[N:16][C:17]([CH3:20])=[CH:18][CH:19]=3)=[CH:12][C:11]([C:21]3([OH:31])[CH2:30][CH2:29][C:24]4(OCC[O:25]4)[CH2:23][CH2:22]3)=[N:10]2)=[CH:5][CH:4]=1.[OH-].[Na+]. Product: [OH:31][C:21]1([C:11]2[CH:12]=[C:13]([C:14]3[CH:15]=[N:16][C:17]([CH3:20])=[CH:18][CH:19]=3)[N:9]([C:6]3[CH:5]=[CH:4][C:3]([O:2][CH3:1])=[CH:8][CH:7]=3)[N:10]=2)[CH2:30][CH2:29][C:24](=[O:25])[CH2:23][CH2:22]1. The catalyst class is: 632. (3) Reactant: CC1(C)C2C=CC=C(P(C3C=CC=CC=3)C3C=CC=CC=3)C=2OC2C1=CC=CC=2P(C1C=CC=CC=1)C1C=CC=CC=1.I[C:44]1[C:45]2[C:46](=[CH:50][N:51]([CH2:53][CH2:54][CH2:55][O:56]C3CCCCO3)[N:52]=2)[N:47]=[CH:48][CH:49]=1.[F:63][C:64]1[C:65]([C:71]2[CH:76]=[C:75]([NH2:77])[C:74]([CH3:78])=[CH:73][N:72]=2)=[N:66][C:67]([CH3:70])=[CH:68][CH:69]=1.CC([O-])(C)C.[Na+].Cl. Product: [F:63][C:64]1[C:65]([C:71]2[CH:76]=[C:75]([NH:77][C:44]3[C:45]4[C:46](=[CH:50][N:51]([CH2:53][CH2:54][CH2:55][OH:56])[N:52]=4)[N:47]=[CH:48][CH:49]=3)[C:74]([CH3:78])=[CH:73][N:72]=2)=[N:66][C:67]([CH3:70])=[CH:68][CH:69]=1. The catalyst class is: 62. (4) Reactant: [CH2:1]([O:8][C:9]([N:11]1[CH2:17][CH2:16][C:15](=[O:18])[N:14]([CH:19]([CH2:30][OH:31])[CH2:20][CH2:21][O:22][Si:23]([C:26]([CH3:29])([CH3:28])[CH3:27])([CH3:25])[CH3:24])[CH2:13][CH2:12]1)=[O:10])[C:2]1[CH:7]=[CH:6][CH:5]=[CH:4][CH:3]=1.[CH3:32]I.[H-].[Na+]. Product: [CH2:1]([O:8][C:9]([N:11]1[CH2:17][CH2:16][C:15](=[O:18])[N:14]([CH:19]([CH2:30][O:31][CH3:32])[CH2:20][CH2:21][O:22][Si:23]([C:26]([CH3:28])([CH3:27])[CH3:29])([CH3:25])[CH3:24])[CH2:13][CH2:12]1)=[O:10])[C:2]1[CH:3]=[CH:4][CH:5]=[CH:6][CH:7]=1. The catalyst class is: 9. (5) Reactant: [OH:1][C:2]1[CH:9]=[C:8]([C:10]([Cl:14])=[C:11]([Cl:13])[Cl:12])[CH:7]=[CH:6][C:3]=1[CH:4]=O.[CH2:15]([NH2:18])[CH2:16][CH3:17].C(O[BH-](OC(=O)C)OC(=O)C)(=O)C.[Na+]. Product: [CH2:15]([NH:18][CH2:4][C:3]1[CH:6]=[CH:7][C:8]([C:10]([Cl:14])=[C:11]([Cl:13])[Cl:12])=[CH:9][C:2]=1[OH:1])[CH2:16][CH3:17]. The catalyst class is: 61.